From a dataset of TCR-epitope binding with 47,182 pairs between 192 epitopes and 23,139 TCRs. Binary Classification. Given a T-cell receptor sequence (or CDR3 region) and an epitope sequence, predict whether binding occurs between them. (1) The epitope is KAYNVTQAF. The TCR CDR3 sequence is CASSADRVDQPQHF. Result: 1 (the TCR binds to the epitope). (2) The epitope is KAFSPEVIPMF. The TCR CDR3 sequence is CAEGGRDYGYTF. Result: 1 (the TCR binds to the epitope). (3) The TCR CDR3 sequence is CASTQGGGEQYF. Result: 0 (the TCR does not bind to the epitope). The epitope is LLMPILTLT. (4) The epitope is MLNIPSINV. The TCR CDR3 sequence is CASRAVSTDTQYF. Result: 1 (the TCR binds to the epitope). (5) The epitope is YFPLQSYGF. The TCR CDR3 sequence is CASGGLSSYNEQFF. Result: 0 (the TCR does not bind to the epitope). (6) The epitope is TFYLTNDVSFL. The TCR CDR3 sequence is CASSPRDSQTLHF. Result: 0 (the TCR does not bind to the epitope).